This data is from Forward reaction prediction with 1.9M reactions from USPTO patents (1976-2016). The task is: Predict the product of the given reaction. (1) Given the reactants Cl.[C:2]([C:4]1([NH:7][C:8]([C@@H:10]2[CH2:14][C@@H:13]([S:15]([C:18]3[CH:23]=[CH:22][CH:21]=[CH:20][C:19]=3[Cl:24])(=[O:17])=[O:16])[CH2:12][NH:11]2)=[O:9])[CH2:6][CH2:5]1)#[N:3].[F:25][C:26]([F:31])([F:30])[CH2:27][CH:28]=O, predict the reaction product. The product is: [C:2]([C:4]1([NH:7][C:8]([C@@H:10]2[CH2:14][C@@H:13]([S:15]([C:18]3[CH:23]=[CH:22][CH:21]=[CH:20][C:19]=3[Cl:24])(=[O:17])=[O:16])[CH2:12][N:11]2[CH2:28][CH2:27][C:26]([F:31])([F:30])[F:25])=[O:9])[CH2:6][CH2:5]1)#[N:3]. (2) Given the reactants [CH2:1]([N:4]=[CH:5][C:6]([CH3:11])([CH3:10])[CH2:7][CH:8]=[CH2:9])[CH:2]=[CH2:3].[BH4-].[Na+], predict the reaction product. The product is: [CH2:1]([NH:4][CH2:5][C:6]([CH3:11])([CH3:10])[CH2:7][CH:8]=[CH2:9])[CH:2]=[CH2:3]. (3) Given the reactants Br[C:2]1[C:3]([CH3:20])=[C:4]([CH:9]=[C:10]([C:12]2[CH:13]=[N:14][C:15]([S:18][CH3:19])=[N:16][CH:17]=2)[CH:11]=1)[C:5]([O:7][CH3:8])=[O:6].[CH3:21][N:22]1[C:26](B2OC(C)(C)C(C)(C)O2)=[C:25]([CH3:36])[CH:24]=[N:23]1.C(=O)([O-])[O-].[Na+].[Na+], predict the reaction product. The product is: [CH3:21][N:22]1[C:26]([C:2]2[C:3]([CH3:20])=[C:4]([CH:9]=[C:10]([C:12]3[CH:13]=[N:14][C:15]([S:18][CH3:19])=[N:16][CH:17]=3)[CH:11]=2)[C:5]([O:7][CH3:8])=[O:6])=[C:25]([CH3:36])[CH:24]=[N:23]1. (4) Given the reactants [Br:1][C:2]1[C:3]([Cl:13])=[CH:4][C:5]([OH:12])=[C:6]([CH:11]=1)[C:7](OC)=[O:8].[NH3:14], predict the reaction product. The product is: [Br:1][C:2]1[C:3]([Cl:13])=[CH:4][C:5]([OH:12])=[C:6]([CH:11]=1)[C:7]([NH2:14])=[O:8]. (5) Given the reactants [CH3:1][S:2]([CH2:5][CH2:6][CH2:7][CH2:8][C:9]1([C:13]([OH:15])=O)[CH2:12][CH2:11][CH2:10]1)(=[O:4])=[O:3].Cl.[CH3:17][O:18][C:19](=[O:32])[C@H:20]([CH2:22][C:23]1[CH:28]=[CH:27][C:26]([N+:29]([O-:31])=[O:30])=[CH:25][CH:24]=1)[NH2:21].COC(=O)[C@H](CC1C=CC([N+]([O-])=O)=CC=1)N, predict the reaction product. The product is: [CH3:17][O:18][C:19](=[O:32])[C@H:20]([CH2:22][C:23]1[CH:28]=[CH:27][C:26]([N+:29]([O-:31])=[O:30])=[CH:25][CH:24]=1)[NH:21][C:13]([C:9]1([CH2:8][CH2:7][CH2:6][CH2:5][S:2]([CH3:1])(=[O:3])=[O:4])[CH2:10][CH2:11][CH2:12]1)=[O:15]. (6) Given the reactants [Li]CCCC.[S:6]1[CH:10]=[CH:9][C:8]2[CH:11]=[CH:12][CH:13]=[CH:14][C:7]1=2.[Sn:15](Cl)([CH2:24][CH2:25][CH2:26][CH3:27])([CH2:20][CH2:21][CH2:22][CH3:23])[CH2:16][CH2:17][CH2:18][CH3:19], predict the reaction product. The product is: [CH2:24]([Sn:15]([CH2:16][CH2:17][CH2:18][CH3:19])([CH2:20][CH2:21][CH2:22][CH3:23])[C:10]1[S:6][C:7]2[CH:14]=[CH:13][CH:12]=[CH:11][C:8]=2[CH:9]=1)[CH2:25][CH2:26][CH3:27]. (7) The product is: [Cl:1][C:2]1[CH:3]=[C:4]2[C:9](=[C:10]([C:24]3[CH:25]=[CH:26][C:21]([F:20])=[CH:22][CH:23]=3)[CH:11]=1)[O:8][CH:7]([C:13]([F:16])([F:15])[F:14])[C:6]([C:17]([OH:19])=[O:18])=[CH:5]2. Given the reactants [Cl:1][C:2]1[CH:3]=[C:4]2[C:9](=[C:10](I)[CH:11]=1)[O:8][CH:7]([C:13]([F:16])([F:15])[F:14])[C:6]([C:17]([O-:19])=[O:18])=[CH:5]2.[F:20][C:21]1[CH:26]=[CH:25][C:24](B(O)O)=[CH:23][CH:22]=1.C([O-])([O-])=O.[K+].[K+], predict the reaction product.